This data is from Reaction yield outcomes from USPTO patents with 853,638 reactions. The task is: Predict the reaction yield, written as a fraction of the theoretical maximum amount of product (1.0 means a 100% yield; for example, 0.34 means a 34% yield). The reactants are [Cl:1][C:2]1[C:23]2[O:22][C:9]3[C:10](=[O:21])[N:11]([C@@H:13]([CH2:17][CH:18]([CH3:20])[CH3:19])[C:14](O)=[O:15])[CH2:12][C:8]=3[CH2:7][C:6]=2[CH:5]=[CH:4][CH:3]=1.[NH2:24][C:25]1[S:26][CH:27]=[CH:28][N:29]=1.ON1C2C=CC=CC=2N=N1. The catalyst is C(Cl)Cl.O. The product is [S:26]1[CH:27]=[CH:28][N:29]=[C:25]1[NH:24][C:14](=[O:15])[C@@H:13]([N:11]1[CH2:12][C:8]2[CH2:7][C:6]3[CH:5]=[CH:4][CH:3]=[C:2]([Cl:1])[C:23]=3[O:22][C:9]=2[C:10]1=[O:21])[CH2:17][CH:18]([CH3:19])[CH3:20]. The yield is 0.582.